This data is from Forward reaction prediction with 1.9M reactions from USPTO patents (1976-2016). The task is: Predict the product of the given reaction. (1) The product is: [CH3:22][C:2]1[N:7]=[C:6]2[N:8]([S:11]([C:14]3[CH:20]=[CH:19][C:17]([CH3:18])=[CH:16][CH:15]=3)(=[O:13])=[O:12])[CH:9]=[CH:10][C:5]2=[CH:4][CH:3]=1. Given the reactants Cl[C:2]1[N:7]=[C:6]2[N:8]([S:11]([C:14]3[CH:20]=[CH:19][C:17]([CH3:18])=[CH:16][CH:15]=3)(=[O:13])=[O:12])[CH:9]=[CH:10][C:5]2=[CH:4][CH:3]=1.[Cl-].[CH3:22][Zn+].O, predict the reaction product. (2) Given the reactants [F:1][C:2]([F:28])([F:27])[C:3]1([C:6]2[CH:11]=[CH:10][C:9]([C:12]([C:14]3[CH:20]=[C:19]([C:21]#[C:22][Si:23]([CH3:26])([CH3:25])[CH3:24])[CH:18]=[CH:17][C:15]=3[NH2:16])=[O:13])=[CH:8][CH:7]=2)[NH:5][NH:4]1, predict the reaction product. The product is: [F:28][C:2]([F:1])([F:27])[C:3]1([C:6]2[CH:11]=[CH:10][C:9]([C:12]([C:14]3[CH:20]=[C:19]([C:21]#[C:22][Si:23]([CH3:25])([CH3:24])[CH3:26])[CH:18]=[CH:17][C:15]=3[NH2:16])=[O:13])=[CH:8][CH:7]=2)[N:5]=[N:4]1. (3) Given the reactants FC(F)(F)S(O[C:7]1[CH2:12][CH2:11][CH:10]([C:13]([CH3:16])([CH3:15])[CH3:14])[CH2:9][CH:8]=1)(=O)=O.[CH3:19][O:20][C:21]([C:23]1[CH:28]=[CH:27][C:26](B(O)O)=[CH:25][CH:24]=1)=[O:22].C(Cl)Cl.[F-].[Cs+], predict the reaction product. The product is: [C:13]([CH:10]1[CH2:11][CH2:12][C:7]([C:26]2[CH:27]=[CH:28][C:23]([C:21]([O:20][CH3:19])=[O:22])=[CH:24][CH:25]=2)=[CH:8][CH2:9]1)([CH3:16])([CH3:15])[CH3:14]. (4) Given the reactants [Cl:1][C:2]1[CH:3]=[C:4]([CH:13]=[O:14])[C:5]([OH:12])=[C:6]([CH:11]=1)[C:7]([O:9][CH3:10])=[O:8].C(=O)([O-])[O-].[K+].[K+].[I-].[Na+].Br[CH2:24][C:25]([O:27][CH3:28])=[O:26], predict the reaction product. The product is: [Cl:1][C:2]1[CH:3]=[C:4]([CH:13]=[O:14])[C:5]([O:12][CH2:24][C:25]([O:27][CH3:28])=[O:26])=[C:6]([CH:11]=1)[C:7]([O:9][CH3:10])=[O:8]. (5) Given the reactants C([O:8][C:9]([C:11]1[C:19]2[C:14](=[CH:15][CH:16]=[CH:17][CH:18]=2)[N:13]([C:20](=[O:23])[NH:21][CH3:22])[CH:12]=1)=[O:10])C1C=CC=CC=1, predict the reaction product. The product is: [CH3:22][NH:21][C:20]([N:13]1[C:14]2[C:19](=[CH:18][CH:17]=[CH:16][CH:15]=2)[C:11]([C:9]([OH:10])=[O:8])=[CH:12]1)=[O:23]. (6) The product is: [CH:21]1[C:20]2[C:25](=[N:26][C:27]3[C:32]([C:19]=2[NH:12][C:9]2[CH:10]=[CH:11][C:6]([CH2:5][N:4]([CH2:15][CH2:16][Cl:17])[CH2:3][CH2:2][Cl:1])=[CH:7][CH:8]=2)=[CH:31][CH:30]=[CH:29][CH:28]=3)[CH:24]=[CH:23][CH:22]=1. Given the reactants [Cl:1][CH2:2][CH2:3][N:4]([CH2:15][CH2:16][Cl:17])[CH2:5][C:6]1[CH:11]=[CH:10][C:9]([N+:12]([O-])=O)=[CH:8][CH:7]=1.Cl[C:19]1[C:20]2[C:25]([N:26]=[C:27]3[C:32]=1[CH:31]=[CH:30][CH:29]=[CH:28]3)=[CH:24][CH:23]=[CH:22][CH:21]=2, predict the reaction product. (7) The product is: [OH:2][C:3]1[CH:4]=[CH:5][C:6]([CH2:9][CH2:10][CH2:11][C:12]([OH:14])=[O:13])=[CH:7][CH:8]=1. Given the reactants C[O:2][C:3]1[CH:8]=[CH:7][C:6]([CH2:9][CH2:10][CH2:11][C:12]([OH:14])=[O:13])=[CH:5][CH:4]=1.B(Br)(Br)Br.C(=O)(O)[O-].[Na+], predict the reaction product. (8) Given the reactants Br[C:2]1[CH:11]=[CH:10][CH:9]=[C:8]2[C:3]=1[C:4]([O:13][C:14]1[CH:19]=[CH:18][CH:17]=[CH:16][CH:15]=1)=[CH:5][C:6](=[O:12])[NH:7]2.C(=O)([O-])[O-].[Na+].[Na+].[NH:26]1[CH:30]=[CH:29][C:28](B(O)O)=[N:27]1, predict the reaction product. The product is: [O:13]([C:4]1[C:3]2[C:8](=[CH:9][CH:10]=[C:11]([C:30]3[CH:29]=[CH:28][NH:27][N:26]=3)[CH:2]=2)[NH:7][C:6](=[O:12])[CH:5]=1)[C:14]1[CH:19]=[CH:18][CH:17]=[CH:16][CH:15]=1. (9) Given the reactants [CH2:1]([C:3]1[S:21][C:6]2[NH:7][C:8](=[O:20])[N:9]([CH2:12][C:13]3[CH:18]=[N:17][C:16]([CH3:19])=[CH:15][N:14]=3)[C:10](=[O:11])[C:5]=2[CH:4]=1)[CH3:2].Br[CH2:23][C:24]1[CH:29]=[CH:28][C:27]([C:30]2[CH:35]=[CH:34][CH:33]=[CH:32][C:31]=2[C:36]2[N:40]=[C:39](C(Cl)(Cl)Cl)[O:38][N:37]=2)=[CH:26][CH:25]=1.C(=O)([O-])[O-:46].[K+].[K+].CN(C)C=O, predict the reaction product. The product is: [CH2:1]([C:3]1[S:21][C:6]2[N:7]([CH2:23][C:24]3[CH:29]=[CH:28][C:27]([C:30]4[CH:35]=[CH:34][CH:33]=[CH:32][C:31]=4[C:36]4[NH:40][C:39](=[O:46])[O:38][N:37]=4)=[CH:26][CH:25]=3)[C:8](=[O:20])[N:9]([CH2:12][C:13]3[CH:18]=[N:17][C:16]([CH3:19])=[CH:15][N:14]=3)[C:10](=[O:11])[C:5]=2[CH:4]=1)[CH3:2].